Task: Binary Classification. Given a drug SMILES string, predict its activity (active/inactive) in a high-throughput screening assay against a specified biological target.. Dataset: Choline transporter screen with 302,306 compounds (1) The drug is Brc1ccc(CC(=O)Nc2cc(C(=O)NCC(C)C)ccc2)cc1. The result is 0 (inactive). (2) The drug is s1c(C2=NN(CC2c2c(OC)c(OC)ccc2)c2c(F)cc(F)cc2)ccc1. The result is 0 (inactive). (3) The compound is Clc1cc(N2C(=O)C(S\C(Nc3ccccc3)=N\c3ccccc3)CC2=O)ccc1Cl. The result is 0 (inactive). (4) The compound is Clc1ccc(C(=O)N2N=C(CC2(O)c2ccc(cc2)C)CC)cc1. The result is 0 (inactive). (5) The result is 0 (inactive). The drug is S(=O)(=O)(N1CCOCC1)c1cc2oc3c(c2cc1)cccc3. (6) The compound is O(c1cc(Nc2ncc([N+]([O-])=O)cc2)ccc1)CC. The result is 0 (inactive).